This data is from Reaction yield outcomes from USPTO patents with 853,638 reactions. The task is: Predict the reaction yield, written as a fraction of the theoretical maximum amount of product (1.0 means a 100% yield; for example, 0.34 means a 34% yield). (1) The yield is 0.500. The product is [O:24]=[C:23]1[CH2:22][CH2:21][CH2:20][CH2:19][N:17]1[C:13]1[CH:12]=[C:11]2[C:16](=[CH:15][CH:14]=1)[N:8]([C:6]([O:5][C:1]([CH3:4])([CH3:2])[CH3:3])=[O:7])[CH2:9][CH2:10]2. The reactants are [C:1]([O:5][C:6]([N:8]1[C:16]2[C:11](=[CH:12][C:13]([NH2:17])=[CH:14][CH:15]=2)[CH2:10][CH2:9]1)=[O:7])([CH3:4])([CH3:3])[CH3:2].Br[CH2:19][CH2:20][CH2:21][CH2:22][C:23](Cl)=[O:24].C1COCC1.CC(C)([O-])C.[K+]. The catalyst is O. (2) The reactants are [CH3:1][C:2]1[C:20]([C:21]2[S:22][C:23]([C:32]3[N:36]=[CH:35][NH:34][N:33]=3)=[C:24]([C:26]3[CH:31]=[CH:30][CH:29]=[CH:28][CH:27]=3)[N:25]=2)=[C:5]2[CH:6]=[C:7]([O:10][CH2:11][CH2:12][N:13]3[CH2:18][CH2:17][NH:16][C:15](=[O:19])[CH2:14]3)[CH:8]=[CH:9][N:4]2[N:3]=1.[C:37]1([CH3:47])[CH:42]=[CH:41][C:40]([S:43]([OH:46])(=[O:45])=[O:44])=[CH:39][CH:38]=1.CCO. The catalyst is CCOC(C)=O. The product is [C:37]1([CH3:47])[CH:38]=[CH:39][C:40]([S:43]([OH:46])(=[O:44])=[O:45])=[CH:41][CH:42]=1.[CH3:1][C:2]1[C:20]([C:21]2[S:22][C:23]([C:32]3[N:36]=[CH:35][NH:34][N:33]=3)=[C:24]([C:26]3[CH:31]=[CH:30][CH:29]=[CH:28][CH:27]=3)[N:25]=2)=[C:5]2[CH:6]=[C:7]([O:10][CH2:11][CH2:12][N:13]3[CH2:18][CH2:17][NH:16][C:15](=[O:19])[CH2:14]3)[CH:8]=[CH:9][N:4]2[N:3]=1. The yield is 0.680. (3) The reactants are [CH2:1]([O:8][C:9]([NH:11][C@H:12]1[CH2:16][CH2:15][N:14]([C@H:17]2[CH2:23][CH2:22][C@@H:21]3[CH2:24][C@H:18]2[C:19](=[O:32])[N:20]3[C:25]([O:27][C:28]([CH3:31])([CH3:30])[CH3:29])=[O:26])[C:13]1=[O:33])=[O:10])[C:2]1[CH:7]=[CH:6][CH:5]=[CH:4][CH:3]=1.[OH2:34].[OH-].[Li+].O. The catalyst is C1COCC1. The product is [CH2:1]([O:8][C:9]([NH:11][C@H:12]1[CH2:16][CH2:15][N:14]([C@H:17]2[CH2:23][CH2:22][C@@H:21]([NH:20][C:25]([O:27][C:28]([CH3:30])([CH3:31])[CH3:29])=[O:26])[CH2:24][C@H:18]2[C:19]([OH:34])=[O:32])[C:13]1=[O:33])=[O:10])[C:2]1[CH:7]=[CH:6][CH:5]=[CH:4][CH:3]=1. The yield is 0.930. (4) The reactants are [F:1][C:2]1[N:7]=[C:6]([F:8])[CH:5]=[C:4](F)[N:3]=1.[CH2:10]([Mg]Cl)[CH:11]([CH3:13])[CH3:12]. The catalyst is O1CCCC1.[Cl-].[Na+].O. The product is [F:1][C:2]1[N:7]=[C:6]([F:8])[CH:5]=[C:4]([CH2:10][CH:11]([CH3:13])[CH3:12])[N:3]=1. The yield is 0.940. (5) The reactants are [NH2:1][C@H:2]1[CH2:10][O:9][CH2:8][C@H:7]([O:11][C:12]([CH3:16])([CH3:15])[CH2:13][CH3:14])[C@@H:6]([O:17][CH2:18][CH:19]([CH3:21])[CH3:20])[C@H:5]([CH3:22])[O:4][C:3]1=[O:23].[OH:24][C:25]1[C:26]([C:33](O)=[O:34])=[N:27][CH:28]=[CH:29][C:30]=1[O:31][CH3:32].CN1CCOCC1.CN(C(ON1N=NC2C=CC=NC1=2)=[N+](C)C)C.F[P-](F)(F)(F)(F)F. The catalyst is C(Cl)Cl. The product is [OH:24][C:25]1[C:26]([C:33]([NH:1][C@H:2]2[CH2:10][O:9][CH2:8][C@H:7]([O:11][C:12]([CH2:13][CH3:14])([CH3:15])[CH3:16])[C@@H:6]([O:17][CH2:18][CH:19]([CH3:21])[CH3:20])[C@H:5]([CH3:22])[O:4][C:3]2=[O:23])=[O:34])=[N:27][CH:28]=[CH:29][C:30]=1[O:31][CH3:32]. The yield is 0.420. (6) The reactants are C(OC([N:8]1[CH:13]([CH3:14])[CH2:12][N:11]([C:15]2[CH:16]=[N:17][C:18]([NH:21][C:22]3[N:23]=[CH:24][C:25]4[C:31]([CH3:32])=[C:30]([Br:33])[C:29](=[O:34])[N:28]([CH:35]5[CH2:39][CH2:38][CH2:37][CH2:36]5)[C:26]=4[N:27]=3)=[CH:19][CH:20]=2)[CH2:10][CH:9]1[CH3:40])=O)(C)(C)C.[Cl:41]CCl. The catalyst is Cl. The product is [ClH:41].[Br:33][C:30]1[C:29](=[O:34])[N:28]([CH:35]2[CH2:36][CH2:37][CH2:38][CH2:39]2)[C:26]2[N:27]=[C:22]([NH:21][C:18]3[CH:19]=[CH:20][C:15]([N:11]4[CH2:12][CH:13]([CH3:14])[NH:8][CH:9]([CH3:40])[CH2:10]4)=[CH:16][N:17]=3)[N:23]=[CH:24][C:25]=2[C:31]=1[CH3:32]. The yield is 0.714. (7) The reactants are [C:1]([Si:5]([CH3:35])([CH3:34])[O:6][CH:7]([C:30]([CH3:33])([CH3:32])[CH3:31])[CH2:8][CH2:9][C:10]1[CH:15]=[CH:14][C:13]([C:16]([C:21]2[CH:26]=[CH:25][C:24]([OH:27])=[C:23]([CH3:28])[CH:22]=2)([CH2:19][CH3:20])[CH2:17][CH3:18])=[CH:12][C:11]=1[CH3:29])([CH3:4])([CH3:3])[CH3:2].Cl[CH2:37][C:38]1[O:42][C:41]([C:43]([O:45][CH2:46][CH3:47])=[O:44])=[CH:40][CH:39]=1.C([O-])([O-])=O.[K+].[K+].C(OCC)(=O)C. The catalyst is CN(C=O)C. The product is [CH2:46]([O:45][C:43]([C:41]1[O:42][C:38]([CH2:37][O:27][C:24]2[CH:25]=[CH:26][C:21]([C:16]([C:13]3[CH:14]=[CH:15][C:10]([CH2:9][CH2:8][CH:7]([O:6][Si:5]([C:1]([CH3:3])([CH3:2])[CH3:4])([CH3:35])[CH3:34])[C:30]([CH3:33])([CH3:32])[CH3:31])=[C:11]([CH3:29])[CH:12]=3)([CH2:17][CH3:18])[CH2:19][CH3:20])=[CH:22][C:23]=2[CH3:28])=[CH:39][CH:40]=1)=[O:44])[CH3:47]. The yield is 0.930.